This data is from Full USPTO retrosynthesis dataset with 1.9M reactions from patents (1976-2016). The task is: Predict the reactants needed to synthesize the given product. (1) The reactants are: [OH:1][C:2]1[CH:3]=[C:4]([CH:7]=[CH:8][C:9]=1[O:10][CH3:11])[CH:5]=[O:6].[CH3:12][S:13](Cl)(=[O:15])=[O:14].C(N(CC)CC)C. Given the product [CH3:12][S:13]([O:1][C:2]1[CH:3]=[C:4]([CH:5]=[O:6])[CH:7]=[CH:8][C:9]=1[O:10][CH3:11])(=[O:15])=[O:14], predict the reactants needed to synthesize it. (2) The reactants are: [C:1]([C:3]1[CH:8]=[N:7][CH:6]=[CH:5][N:4]=1)#[N:2].[C:9](O)(=O)[C:10](C)([CH3:12])[CH3:11].[NH4+].[NH4+].[O-]S(OOS([O-])(=O)=O)(=O)=O. Given the product [C:10]([C:6]1[N:7]=[CH:8][C:3]([C:1]#[N:2])=[N:4][CH:5]=1)([CH3:12])([CH3:11])[CH3:9], predict the reactants needed to synthesize it. (3) Given the product [CH3:47][C:45]1[CH:46]=[C:41]([N:7]([C:8]2[CH:9]=[CH:10][CH:11]=[CH:12][CH:13]=2)[C:1]2[CH:6]=[CH:5][CH:4]=[CH:3][CH:2]=2)[CH:42]=[C:43]([CH3:48])[CH:44]=1, predict the reactants needed to synthesize it. The reactants are: [C:1]1([NH:7][C:8]2[CH:13]=[CH:12][CH:11]=[CH:10][CH:9]=2)[CH:6]=[CH:5][CH:4]=[CH:3][CH:2]=1.CC(C)([O-])C.[Na+].[C@@H]1(N)CCCC[C@H]1N.CCCCCCCCCCCC.I[C:41]1[CH:42]=[C:43]([CH3:48])[CH:44]=[C:45]([CH3:47])[CH:46]=1. (4) Given the product [F:1][C:2]1[CH:17]=[CH:16][CH:15]=[C:14]([F:18])[C:3]=1[CH2:4][C:5]1[CH:6]=[C:7]([C:11](=[O:13])[CH2:12][C:21]([C:23]2[CH:28]=[C:27]([O:29][CH3:30])[CH:26]=[CH:25][N:24]=2)=[O:20])[CH:8]=[CH:9][CH:10]=1, predict the reactants needed to synthesize it. The reactants are: [F:1][C:2]1[CH:17]=[CH:16][CH:15]=[C:14]([F:18])[C:3]=1[CH2:4][C:5]1[CH:6]=[C:7]([C:11](=[O:13])[CH3:12])[CH:8]=[CH:9][CH:10]=1.C[O:20][C:21]([C:23]1[CH:28]=[C:27]([O:29][CH3:30])[CH:26]=[CH:25][N:24]=1)=O.C[O-].[Na+].[NH4+].[Cl-]. (5) Given the product [CH2:1]([N:8]1[CH2:13][CH2:12][CH2:11][C:10]([C:22]2[CH:27]=[CH:26][C:25]([O:28][S:35]([C:38]([F:41])([F:40])[F:39])(=[O:37])=[O:36])=[CH:24][CH:23]=2)([C:14]2[CH:19]=[CH:18][CH:17]=[C:16]([O:20][CH3:21])[CH:15]=2)[CH2:9]1)[C:2]1[CH:7]=[CH:6][CH:5]=[CH:4][CH:3]=1, predict the reactants needed to synthesize it. The reactants are: [CH2:1]([N:8]1[CH2:13][CH2:12][CH2:11][C:10]([C:22]2[CH:27]=[CH:26][C:25]([OH:28])=[CH:24][CH:23]=2)([C:14]2[CH:19]=[CH:18][CH:17]=[C:16]([O:20][CH3:21])[CH:15]=2)[CH2:9]1)[C:2]1[CH:7]=[CH:6][CH:5]=[CH:4][CH:3]=1.N1C=CC=CC=1.[S:35](O[S:35]([C:38]([F:41])([F:40])[F:39])(=[O:37])=[O:36])([C:38]([F:41])([F:40])[F:39])(=[O:37])=[O:36].C([O-])(O)=O.[Na+]. (6) Given the product [F:1][C:2]1[CH:7]=[CH:6][CH:5]=[CH:4][C:3]=1[C:8]1[NH:28][C:11]2[N:12]=[N:13][C:14]([CH2:16][CH2:17][CH2:18][CH2:19][N:20]3[CH:24]=[C:23]([C:25]([NH:31][CH2:30][C:47]4[CH:48]=[CH:49][CH:50]=[CH:51][N:52]=4)=[O:27])[N:22]=[N:21]3)=[CH:15][C:10]=2[CH:9]=1, predict the reactants needed to synthesize it. The reactants are: [F:1][C:2]1[CH:7]=[CH:6][CH:5]=[CH:4][C:3]=1[C:8]1[NH:28][C:11]2[N:12]=[N:13][C:14]([CH2:16][CH2:17][CH2:18][CH2:19][N:20]3[CH:24]=[C:23]([C:25]([OH:27])=O)[N:22]=[N:21]3)=[CH:15][C:10]=2[CH:9]=1.C[CH2:30][N:31](C(C)C)C(C)C.CN(C(ON1N=N[C:48]2[CH:49]=[CH:50][CH:51]=[N:52][C:47]1=2)=[N+](C)C)C.F[P-](F)(F)(F)(F)F. (7) Given the product [C:14]([O:18][C:19]([N:21]1[CH2:25][CH2:24][CH:23]([CH2:26][NH:27][C:2]2[S:3][C:4]3[CH:10]=[C:9]([N+:11]([O-:13])=[O:12])[CH:8]=[CH:7][C:5]=3[N:6]=2)[CH2:22]1)=[O:20])([CH3:17])([CH3:16])[CH3:15], predict the reactants needed to synthesize it. The reactants are: Cl[C:2]1[S:3][C:4]2[CH:10]=[C:9]([N+:11]([O-:13])=[O:12])[CH:8]=[CH:7][C:5]=2[N:6]=1.[C:14]([O:18][C:19]([N:21]1[CH2:25][CH2:24][CH:23]([CH2:26][NH2:27])[CH2:22]1)=[O:20])([CH3:17])([CH3:16])[CH3:15].C(N(CC)CC)C.Cl. (8) Given the product [CH3:7][C:5]1[CH:6]=[C:2]2[N:1]=[CH:11][C:12]([C:13]([OH:15])=[O:14])=[C:18]([C:20]([F:23])([F:22])[F:21])[N:3]2[N:4]=1, predict the reactants needed to synthesize it. The reactants are: [NH2:1][C:2]1[CH:6]=[C:5]([CH3:7])[NH:4][N:3]=1.C(O[CH:11]=[C:12]([C:18]([C:20]([F:23])([F:22])[F:21])=O)[C:13]([O:15]CC)=[O:14])C. (9) Given the product [NH2:1][C:2]1[N:7]=[C:6]([C:8]2[CH:13]=[CH:12][CH:11]=[CH:10][C:9]=2[O:14][CH3:15])[C:5]([C:16]2[CH:17]=[CH:18][C:19](=[O:22])[N:20]([CH3:23])[N:21]=2)=[CH:4][N:3]=1, predict the reactants needed to synthesize it. The reactants are: [NH2:1][C:2]1[N:7]=[C:6]([C:8]2[CH:13]=[CH:12][CH:11]=[CH:10][C:9]=2[O:14][CH3:15])[C:5]([C:16]2[CH:17]=[CH:18][C:19](=[O:22])[NH:20][N:21]=2)=[CH:4][N:3]=1.[CH3:23]I. (10) The reactants are: Br[C:2]1[C:3]([F:23])=[CH:4][C:5]2[O:15][CH2:14][C:13]([OH:17])([CH3:16])[C:12]3[S:11][C:10]([C:18]([O:20][CH2:21][CH3:22])=[O:19])=[N:9][C:8]=3[C:6]=2[CH:7]=1.[C:24]([C@:26]1([OH:33])[CH2:30][CH2:29][N:28]([CH3:31])[C:27]1=[O:32])#[CH:25]. Given the product [F:23][C:3]1[C:2]([C:25]#[C:24][C@:26]2([OH:33])[CH2:30][CH2:29][N:28]([CH3:31])[C:27]2=[O:32])=[CH:7][C:6]2[C:8]3[N:9]=[C:10]([C:18]([O:20][CH2:21][CH3:22])=[O:19])[S:11][C:12]=3[C:13]([OH:17])([CH3:16])[CH2:14][O:15][C:5]=2[CH:4]=1, predict the reactants needed to synthesize it.